From a dataset of Full USPTO retrosynthesis dataset with 1.9M reactions from patents (1976-2016). Predict the reactants needed to synthesize the given product. (1) Given the product [N+:1]([C:4]1[CH:5]=[C:6]([CH:20]=[CH:21][CH:22]=1)[CH2:7][NH:8][S:9]([NH:12][CH2:13][CH3:23])(=[O:11])=[O:10])([O-:3])=[O:2], predict the reactants needed to synthesize it. The reactants are: [N+:1]([C:4]1[CH:5]=[C:6]([CH:20]=[CH:21][CH:22]=1)[CH2:7][NH:8][S:9]([NH:12][C:13](=O)OC(C)(C)C)(=[O:11])=[O:10])([O-:3])=[O:2].[C:23]1(P(C2C=CC=CC=2)C2C=CC=CC=2)C=CC=CC=1. (2) The reactants are: C[N:2](C)/C=C/C(C1SC(N2CCN(CC3C=CC(C(F)(F)F)=CC=3)C2=O)=NC=1C)=O.C[N:32](C)/[C:33](/[CH3:60])=[CH:34]/[C:35]([C:37]1[S:41][C:40]([N:42]2[CH2:46][CH2:45][N:44]([CH2:47][C:48]3[CH:53]=[CH:52][C:51]([C:54]([F:57])([F:56])[F:55])=[CH:50][CH:49]=3)[C:43]2=[O:58])=[N:39][C:38]=1[CH3:59])=O.O.NN. Given the product [CH3:59][C:38]1[N:39]=[C:40]([N:42]2[CH2:46][CH2:45][N:44]([CH2:47][C:48]3[CH:49]=[CH:50][C:51]([C:54]([F:56])([F:55])[F:57])=[CH:52][CH:53]=3)[C:43]2=[O:58])[S:41][C:37]=1[C:35]1[CH:34]=[C:33]([CH3:60])[NH:32][N:2]=1, predict the reactants needed to synthesize it. (3) Given the product [CH2:1]([O:3][C:4]([C:6]12[CH2:8][CH:7]1[CH:36]=[CH:35][CH2:34][CH2:33][CH2:32][CH2:31][CH2:30][N:20]([CH2:21][C:22]1[CH:23]=[CH:24][C:25]([O:28][CH3:29])=[CH:26][CH:27]=1)[C:19](=[O:37])[N:18]1[CH:14]([CH2:15][CH:16]([OH:38])[CH2:17]1)[C:12](=[O:13])[NH:11]2)=[O:5])[CH3:2], predict the reactants needed to synthesize it. The reactants are: [CH2:1]([O:3][C:4]([C:6]1([NH:11][C:12]([CH:14]2[N:18]([C:19](=[O:37])[N:20]([CH2:30][CH2:31][CH2:32][CH2:33][CH2:34][CH:35]=[CH2:36])[CH2:21][C:22]3[CH:27]=[CH:26][C:25]([O:28][CH3:29])=[CH:24][CH:23]=3)[CH2:17][CH:16]([O:38]C(=O)C3C=CC([N+]([O-])=O)=CC=3)[CH2:15]2)=[O:13])[CH2:8][CH:7]1C=C)=[O:5])[CH3:2]. (4) Given the product [C:62]([OH:67])(=[O:66])[C:63]([OH:65])=[O:64].[CH3:48][O:49][C:50]1[CH:55]=[CH:54][CH:53]=[CH:52][C:51]=1[O:27][CH2:26][C:22]1[CH:21]=[C:20]2[C:25]([C:16]([N:57]3[CH2:61][CH2:60][CH2:59][CH2:58]3)=[CH:17][C:18]([CH3:28])=[N:19]2)=[CH:24][CH:23]=1, predict the reactants needed to synthesize it. The reactants are: CC(OC(/N=N/C(OC(C)C)=O)=O)C.Cl[C:16]1[C:25]2[C:20](=[CH:21][C:22]([CH2:26][OH:27])=[CH:23][CH:24]=2)[N:19]=[C:18]([CH3:28])[CH:17]=1.C1(P(C2C=CC=CC=2)C2C=CC=CC=2)C=CC=CC=1.[CH3:48][O:49][C:50]1[CH:55]=[CH:54][CH:53]=[CH:52][C:51]=1O.[NH:57]1[CH2:61][CH2:60][CH2:59][CH2:58]1.[C:62]([OH:67])(=[O:66])[C:63]([OH:65])=[O:64]. (5) Given the product [C:1]([O:5][C:6]([N:8]1[CH2:12][CH2:11][CH:10]([O:13][C:14]2[CH:15]=[CH:16][C:17]([O:20][CH2:21][C:22]3[N:32]([CH2:33][CH2:34][OH:35])[C:25]4[CH:26]=[CH:27][C:28]([C:30]#[N:31])=[CH:29][C:24]=4[N:23]=3)=[CH:18][CH:19]=2)[CH2:9]1)=[O:7])([CH3:4])([CH3:3])[CH3:2], predict the reactants needed to synthesize it. The reactants are: [C:1]([O:5][C:6]([N:8]1[CH2:12][CH2:11][CH:10]([O:13][C:14]2[CH:19]=[CH:18][C:17]([O:20][CH2:21][C:22](=O)[NH:23][C:24]3[CH:29]=[C:28]([C:30]#[N:31])[CH:27]=[CH:26][C:25]=3[NH:32][CH2:33][CH2:34][OH:35])=[CH:16][CH:15]=2)[CH2:9]1)=[O:7])([CH3:4])([CH3:3])[CH3:2]. (6) Given the product [F:1][C:2]1[C:7]2[C:8]([F:22])=[C:9]([NH:15][NH2:16])[C:10]([F:14])=[C:11]([F:13])[CH2:12][C:6]=2[C:5]([F:23])=[C:4]([F:24])[C:3]=1[F:25], predict the reactants needed to synthesize it. The reactants are: [F:1][C:2]1[C:7]2[C:8]([F:22])=[C:9]([NH:15][N:16]=C(C(C)C)C)[C:10]([F:14])=[C:11]([F:13])[CH2:12][C:6]=2[C:5]([F:23])=[C:4]([F:24])[C:3]=1[F:25].C1C2C(=CC=CC=2)CCC1. (7) Given the product [N:21]1[CH:20]=[C:19]([O:16][C:12]2[CH:11]=[C:10]([C@@H:8]([NH2:7])[CH3:9])[CH:15]=[CH:14][CH:13]=2)[CH:24]=[N:23][CH:22]=1, predict the reactants needed to synthesize it. The reactants are: C(OC(=O)[NH:7][C@H:8]([C:10]1[CH:15]=[CH:14][CH:13]=[C:12]([OH:16])[CH:11]=1)[CH3:9])(C)(C)C.Br[C:19]1[CH:20]=[N:21][CH:22]=[N:23][CH:24]=1.C(=O)([O-])[O-].[K+].[K+].N1C=CC=CC=1.